Predict the reactants needed to synthesize the given product. From a dataset of Full USPTO retrosynthesis dataset with 1.9M reactions from patents (1976-2016). (1) Given the product [CH3:1][N:2]1[CH:6]=[CH:5][N:4]=[C:3]1[CH:7]([NH:9][C:10]([C:12]1[C:20]2[C:15](=[N:16][CH:17]=[C:18]([C:21]3[C:29]4[C:24](=[CH:25][C:26]([Cl:30])=[CH:27][CH:28]=4)[N:23]([CH3:31])[N:22]=3)[N:19]=2)[NH:14][CH:13]=1)=[O:11])[CH3:8], predict the reactants needed to synthesize it. The reactants are: [CH3:1][N:2]1[CH:6]=[CH:5][N:4]=[C:3]1[CH:7]([NH:9][C:10]([C:12]1[C:20]2[C:15](=[N:16][CH:17]=[C:18]([C:21]3[C:29]4[C:24](=[CH:25][C:26]([Cl:30])=[CH:27][CH:28]=4)[N:23]([CH3:31])[N:22]=3)[N:19]=2)[N:14](COCC[Si](C)(C)C)[CH:13]=1)=[O:11])[CH3:8].C(Cl)Cl.C(N)CN. (2) Given the product [CH3:25][CH:24]([S:21]([C:8]1([C:6]2[CH:5]=[C:4]([N:27]3[CH2:32][CH2:31][O:30][CH2:29][C@H:28]3[CH3:33])[N:3]=[C:2]([C:44]3[CH:45]=[CH:46][CH:47]=[C:48]4[C:43]=3[CH:42]=[CH:41][NH:40]4)[N:7]=2)[CH2:13][CH2:12][NH:11][CH2:10][CH2:9]1)(=[O:22])=[O:23])[CH3:26], predict the reactants needed to synthesize it. The reactants are: Cl[C:2]1[N:7]=[C:6]([C:8]2([S:21]([CH:24]([CH3:26])[CH3:25])(=[O:23])=[O:22])[CH2:13][CH2:12][N:11](C(OC(C)(C)C)=O)[CH2:10][CH2:9]2)[CH:5]=[C:4]([N:27]2[CH2:32][CH2:31][O:30][CH2:29][C@H:28]2[CH3:33])[N:3]=1.C(=O)([O-])[O-].[Na+].[Na+].[NH:40]1[C:48]2[C:43](=[C:44](B(O)O)[CH:45]=[CH:46][CH:47]=2)[CH:42]=[CH:41]1. (3) Given the product [Cl:1][C:2]1[CH:7]=[CH:6][C:5]([C:8]2([O:28][CH2:37][C:29]3[CH:34]=[CH:33][CH:32]=[C:31]([CH2:35][OH:36])[CH:30]=3)[C:16]3[C:11](=[CH:12][CH:13]=[CH:14][CH:15]=3)[C:10](=[O:17])[N:9]2[CH2:18][C:19]2[CH:24]=[CH:23][C:22]([N+:25]([O-:27])=[O:26])=[CH:21][CH:20]=2)=[CH:4][CH:3]=1, predict the reactants needed to synthesize it. The reactants are: [Cl:1][C:2]1[CH:7]=[CH:6][C:5]([C:8]2([OH:28])[C:16]3[C:11](=[CH:12][CH:13]=[CH:14][CH:15]=3)[C:10](=[O:17])[N:9]2[CH2:18][C:19]2[CH:24]=[CH:23][C:22]([N+:25]([O-:27])=[O:26])=[CH:21][CH:20]=2)=[CH:4][CH:3]=1.[C:29]1([CH2:37]O)[CH:34]=[CH:33][CH:32]=[C:31]([CH2:35][OH:36])[CH:30]=1. (4) The reactants are: [C:1]([O:5][C:6]([N:8]1[CH2:13][CH2:12][CH:11]([N:14]2[C@H:18]([C:19]3[CH:24]=[CH:23][CH:22]=[CH:21][CH:20]=3)[CH2:17][NH:16][C:15]2=[O:25])[CH2:10][CH2:9]1)=[O:7])([CH3:4])([CH3:3])[CH3:2].Br[C:27]1[S:28][CH:29]=[CH:30][N:31]=1.C([O-])([O-])=O.[Cs+].[Cs+]. Given the product [C:1]([O:5][C:6]([N:8]1[CH2:9][CH2:10][CH:11]([N:14]2[C@H:18]([C:19]3[CH:20]=[CH:21][CH:22]=[CH:23][CH:24]=3)[CH2:17][N:16]([C:27]3[S:28][CH:29]=[CH:30][N:31]=3)[C:15]2=[O:25])[CH2:12][CH2:13]1)=[O:7])([CH3:4])([CH3:2])[CH3:3], predict the reactants needed to synthesize it. (5) Given the product [CH3:21][O:22][C:23]1[CH:36]=[CH:35][CH:34]=[CH:33][C:24]=1[NH:25][CH:26]([C:2]1[C:3]2[C:8]([C:9]3[CH:10]=[CH:11][CH:12]=[CH:13][C:14]=3[CH:15]=1)=[CH:7][CH:6]=[CH:5][CH:4]=2)[C:27]1[CH:32]=[CH:31][CH:30]=[CH:29][CH:28]=1, predict the reactants needed to synthesize it. The reactants are: Br[C:2]1[C:3]2[C:8]([C:9]3[CH:10]=[CH:11][CH:12]=[CH:13][C:14]=3[CH:15]=1)=[CH:7][CH:6]=[CH:5][CH:4]=2.[Li]C(C)(C)C.[CH3:21][O:22][C:23]1[CH:36]=[CH:35][CH:34]=[CH:33][C:24]=1/[N:25]=[CH:26]/[C:27]1[CH:32]=[CH:31][CH:30]=[CH:29][CH:28]=1.O. (6) Given the product [NH:19]1[C:20]2[C:16](=[CH:15][C:14]([NH:13][CH:2]3[CH2:7][CH2:6][CH:5]([C:8]([O:10][CH2:11][CH3:12])=[O:9])[CH2:4][CH2:3]3)=[CH:22][CH:21]=2)[CH:17]=[N:18]1, predict the reactants needed to synthesize it. The reactants are: O=[C:2]1[CH2:7][CH2:6][CH:5]([C:8]([O:10][CH2:11][CH3:12])=[O:9])[CH2:4][CH2:3]1.[NH2:13][C:14]1[CH:15]=[C:16]2[C:20](=[CH:21][CH:22]=1)[NH:19][N:18]=[CH:17]2.C(=O)([O-])O.[Na+]. (7) Given the product [Cl:21][C:22]1[CH:27]=[CH:26][CH:25]=[CH:24][C:23]=1[C:28]1[CH:29]=[CH:30][C:31]([C:34]([NH:6][CH:5]([CH2:4][C:3]2[C:2]([F:1])=[CH:13][CH:12]=[CH:11][C:10]=2[F:14])[C:7]([OH:9])=[O:8])=[O:35])=[CH:32][CH:33]=1, predict the reactants needed to synthesize it. The reactants are: [F:1][C:2]1[CH:13]=[CH:12][CH:11]=[C:10]([F:14])[C:3]=1[CH2:4][C@@H:5]([C:7]([OH:9])=[O:8])[NH2:6].O1CCOCC1.[Cl:21][C:22]1[CH:27]=[CH:26][CH:25]=[CH:24][C:23]=1[C:28]1[CH:33]=[CH:32][C:31]([C:34](Cl)=[O:35])=[CH:30][CH:29]=1. (8) Given the product [C:1]([O:4][CH2:5][C:6]1[CH:15]=[CH:14][C:13]2[C:8](=[CH:9][CH:10]=[CH:11][C:12]=2[NH2:16])[N:7]=1)(=[O:3])[CH3:2], predict the reactants needed to synthesize it. The reactants are: [C:1]([O:4][CH2:5][C:6]1[CH:15]=[CH:14][C:13]2[C:8](=[CH:9][CH:10]=[CH:11][C:12]=2[N+:16]([O-])=O)[N:7]=1)(=[O:3])[CH3:2]. (9) Given the product [CH3:20][O:21][C:22]1[CH:23]=[C:24]2[C:29](=[CH:30][C:31]=1[O:32][CH2:33][CH:34]1[CH2:39][CH2:38][N:37]([CH2:4][CH2:3][O:2][CH3:1])[CH2:36][CH2:35]1)[N:28]=[CH:27][N:26]=[C:25]2[O:40][C:41]1[CH:42]=[C:43]2[C:47](=[CH:48][CH:49]=1)[NH:46][C:45]([CH3:50])=[CH:44]2, predict the reactants needed to synthesize it. The reactants are: [CH3:1][O:2][CH2:3][CH:4]=O.C(O[BH-](OC(=O)C)OC(=O)C)(=O)C.[Na+].[CH3:20][O:21][C:22]1[CH:23]=[C:24]2[C:29](=[CH:30][C:31]=1[O:32][CH2:33][CH:34]1[CH2:39][CH2:38][NH:37][CH2:36][CH2:35]1)[N:28]=[CH:27][N:26]=[C:25]2[O:40][C:41]1[CH:42]=[C:43]2[C:47](=[CH:48][CH:49]=1)[NH:46][C:45]([CH3:50])=[CH:44]2.C(=O)([O-])O.[Na+].